This data is from Full USPTO retrosynthesis dataset with 1.9M reactions from patents (1976-2016). The task is: Predict the reactants needed to synthesize the given product. (1) Given the product [Cl:54][C:55]1[C:70]([CH3:71])=[C:69]([C:2]2[C:10]3[C:9]([O:22][C@H:23]([CH2:29][C:30]4[CH:35]=[CH:34][CH:33]=[CH:32][C:31]=4[O:36][CH2:37][C:38]4[N:39]([CH2:43][C:44]([F:46])([F:47])[F:45])[N:40]=[CH:41][CH:42]=4)[C:24]([O:26][CH2:27][CH3:28])=[O:25])=[N:8][CH:7]=[N:6][C:5]=3[S:4][C:3]=2[C:12]2[CH:13]=[CH:14][C:15]([OH:18])=[CH:16][CH:17]=2)[CH:68]=[CH:67][C:56]=1[O:57][CH2:58][CH2:59][N:60]1[CH2:65][CH2:64][N:63]([CH3:66])[CH2:62][CH2:61]1, predict the reactants needed to synthesize it. The reactants are: Br[C:2]1[C:10]2[C:9](Cl)=[N:8][CH:7]=[N:6][C:5]=2[S:4][C:3]=1[C:12]1[CH:17]=[CH:16][C:15]([O:18]COC)=[CH:14][CH:13]=1.[OH:22][CH:23]([CH2:29][C:30]1[CH:35]=[CH:34][CH:33]=[CH:32][C:31]=1[O:36][CH2:37][C:38]1[N:39]([CH2:43][C:44]([F:47])([F:46])[F:45])[N:40]=[CH:41][CH:42]=1)[C:24]([O:26][CH2:27][CH3:28])=[O:25].C([O-])([O-])=O.[Cs+].[Cs+].[Cl:54][C:55]1[C:70]([CH3:71])=[C:69](B2OC(C)(C)C(C)(C)O2)[CH:68]=[CH:67][C:56]=1[O:57][CH2:58][CH2:59][N:60]1[CH2:65][CH2:64][N:63]([CH3:66])[CH2:62][CH2:61]1. (2) Given the product [ClH:1].[Cl:48][C:49]1[CH:54]=[CH:53][C:52]([C:55](=[O:76])[CH2:56][CH2:57][C:58]([NH:60][CH:61]2[CH2:62][CH2:63][C:64]([N:73]([CH3:74])[CH3:75])([C:67]3[CH:68]=[CH:69][CH:70]=[CH:71][CH:72]=3)[CH2:65][CH2:66]2)=[O:59])=[CH:51][CH:50]=1, predict the reactants needed to synthesize it. The reactants are: [Cl:1]C1C=CC(C(CCC(O)=O)=O)=CC=1.CN(C)C1(C2C=CC=CC=2)CCC(N)CC1.ON1C2C=CC=CC=2N=N1.C(=O)([O-])[O-].[Na+].[Na+].Cl.[Cl:48][C:49]1[CH:54]=[CH:53][C:52]([C:55](=[O:76])[CH2:56][CH2:57][C:58]([NH:60][CH:61]2[CH2:66][CH2:65][C:64]([N:73]([CH3:75])[CH3:74])([C:67]3[CH:72]=[CH:71][CH:70]=[CH:69][CH:68]=3)[CH2:63][CH2:62]2)=[O:59])=[CH:51][CH:50]=1.Cl[Si](C)(C)C. (3) Given the product [Cl:9][C:10]1[CH:11]=[C:12]2[C:17](=[CH:18][CH:19]=1)[N:16]([CH2:20][C:21]1[CH:22]=[CH:23][C:24]([F:27])=[CH:25][CH:26]=1)[C:15](=[O:28])[C:14]([C:29]#[N:30])=[C:13]2[N:31]1[CH2:36][CH2:35][N:34]([C:6]([C:2]2[O:1][CH:5]=[CH:4][CH:3]=2)=[O:7])[CH2:33][CH2:32]1, predict the reactants needed to synthesize it. The reactants are: [O:1]1[CH:5]=[CH:4][CH:3]=[C:2]1[C:6](Cl)=[O:7].[Cl:9][C:10]1[CH:11]=[C:12]2[C:17](=[CH:18][CH:19]=1)[N:16]([CH2:20][C:21]1[CH:26]=[CH:25][C:24]([F:27])=[CH:23][CH:22]=1)[C:15](=[O:28])[C:14]([C:29]#[N:30])=[C:13]2[N:31]1[CH2:36][CH2:35][NH:34][CH2:33][CH2:32]1.